From a dataset of Peptide-MHC class I binding affinity with 185,985 pairs from IEDB/IMGT. Regression. Given a peptide amino acid sequence and an MHC pseudo amino acid sequence, predict their binding affinity value. This is MHC class I binding data. (1) The peptide sequence is HSGFIYFGK. The MHC is HLA-A02:11 with pseudo-sequence HLA-A02:11. The binding affinity (normalized) is 0.0847. (2) The peptide sequence is GIVCYNEEV. The MHC is HLA-B27:03 with pseudo-sequence HLA-B27:03. The binding affinity (normalized) is 0.0847. (3) The peptide sequence is RELVRKTRF. The MHC is HLA-A11:01 with pseudo-sequence HLA-A11:01. The binding affinity (normalized) is 0.0847. (4) The peptide sequence is YGIAAHWSY. The binding affinity (normalized) is 0.486. The MHC is HLA-B57:01 with pseudo-sequence HLA-B57:01. (5) The peptide sequence is DPAVDLLKNYM. The MHC is Mamu-B08 with pseudo-sequence Mamu-B08. The binding affinity (normalized) is 0. (6) The peptide sequence is RVFNNYMPY. The MHC is SLA-30401 with pseudo-sequence SLA-30401. The binding affinity (normalized) is 1.00. (7) The peptide sequence is IRLLTWLF. The binding affinity (normalized) is 0.419. The MHC is HLA-B27:05 with pseudo-sequence HLA-B27:05.